The task is: Binary Classification. Given a drug SMILES string, predict its activity (active/inactive) in a high-throughput screening assay against a specified biological target.. This data is from HIV replication inhibition screening data with 41,000+ compounds from the AIDS Antiviral Screen. (1) The drug is Nc1ccc(C=Cc2ccnc3ccccc23)c(N)c1. The result is 0 (inactive). (2) The molecule is CCOC(=O)C(=Cc1ccc(C)cc1)C(=O)c1ccccc1. The result is 0 (inactive). (3) The drug is Cc1cc(S(=O)(=O)Nc2nnc3c4scc(C)c4ncn23)c(S)cc1Cl. The result is 1 (active). (4) The molecule is Cc1nc(NC(=O)CCCCCCCCC(=O)Nc2nc(C)c(C(=O)C=Cc3ccc(C=CC(=O)c4sc(=N)[nH]c4C)cc3)s2)sc1C(=O)C=Cc1ccc(C=CC(=O)c2sc(=N)[nH]c2C)cc1. The result is 0 (inactive). (5) The drug is O=P(O)(O)C1CCCC(P(=O)(O)O)N1. The result is 0 (inactive). (6) The drug is CCOC(=O)C(=Cc1ccc(N(CCC#N)CCC#N)cc1)NC(=O)c1cc([N+](=O)[O-])ccc1Cl. The result is 0 (inactive). (7) The drug is COc1ccc(C2c3cc4c(cc3OC(O)(CO)C2C(=O)O)OCO4)c(OC)c1OC.COc1ccc(C2c3cc4c(cc3OC3(O)COC(=O)C23)OCO4)c(OC)c1OC. The result is 0 (inactive).